This data is from Full USPTO retrosynthesis dataset with 1.9M reactions from patents (1976-2016). The task is: Predict the reactants needed to synthesize the given product. (1) Given the product [CH3:47][C:44]1[CH:43]=[CH:42][C:41]([S:38]([O-:40])(=[O:39])=[O:37])=[CH:46][CH:45]=1.[C:8]([O:31][CH2:32][CH2:33][O:34][CH2:35][CH2:36][N+:3]([CH2:6][CH3:7])([CH2:4][CH3:5])[CH2:1][CH3:2])(=[O:30])[CH2:9][CH2:10][CH2:11][CH2:12][CH2:13][CH2:14][CH2:15][CH2:16][CH2:17][CH2:18][CH2:19][CH2:20][CH2:21][CH2:22][CH2:23][CH2:24][CH2:25][CH2:26][CH2:27][CH2:28][CH3:29], predict the reactants needed to synthesize it. The reactants are: [CH2:1]([N:3]([CH2:6][CH3:7])[CH2:4][CH3:5])[CH3:2].[C:8]([O:31][CH2:32][CH2:33][O:34][CH2:35][CH2:36][O:37][S:38]([C:41]1[CH:46]=[CH:45][C:44]([CH3:47])=[CH:43][CH:42]=1)(=[O:40])=[O:39])(=[O:30])[CH2:9][CH2:10][CH2:11][CH2:12][CH2:13][CH2:14][CH2:15][CH2:16][CH2:17][CH2:18][CH2:19][CH2:20][CH2:21][CH2:22][CH2:23][CH2:24][CH2:25][CH2:26][CH2:27][CH2:28][CH3:29]. (2) Given the product [ClH:22].[CH3:1][N:2]1[C:10]2[CH:9]=[CH:8][CH:7]=[C:6]3[CH2:11][CH2:12][NH:13][CH2:14][CH:4]([C:5]=23)[CH2:3]1, predict the reactants needed to synthesize it. The reactants are: [CH3:1][N:2]1[C:10]2[CH:9]=[CH:8][CH:7]=[C:6]3[CH2:11][CH2:12][N:13](C(OC(C)(C)C)=O)[CH2:14][CH:4]([C:5]=23)[CH2:3]1.[ClH:22].C(OCC)(=O)C.[OH-].[Na+]. (3) Given the product [CH2:1]([O:3][C@@H:4]([CH2:8][C:9]1[CH:14]=[CH:13][C:12]([O:15][CH2:16][C:17]([C:19]2[CH:24]=[CH:23][CH:22]=[C:21]([O:25][CH3:26])[CH:20]=2)=[O:18])=[CH:11][CH:10]=1)[C:5]([NH:47][O:46][CH3:45])=[O:7])[CH3:2], predict the reactants needed to synthesize it. The reactants are: [CH2:1]([O:3][C@@H:4]([CH2:8][C:9]1[CH:14]=[CH:13][C:12]([O:15][CH2:16][C:17]([C:19]2[CH:24]=[CH:23][CH:22]=[C:21]([O:25][CH3:26])[CH:20]=2)=[O:18])=[CH:11][CH:10]=1)[C:5]([OH:7])=O)[CH3:2].C(N(CC)C(C)C)(C)C.F[P-](F)(F)(F)(F)F.C[N+](C)=[C:45](N(C)C)[O:46][N:47]1C2N=CC=CC=2N=N1.Cl.O(N)C. (4) Given the product [CH3:23][CH:21]([C:20]1[N:16]([CH2:15][CH2:14][C@@H:12]([OH:11])[CH2:13][C@@H:8]([OH:9])[CH2:7][C:6]([O-:52])=[O:5])[C:17]([C:39]2[CH:40]=[CH:41][C:42]([F:45])=[CH:43][CH:44]=2)=[C:18]([C:33]2[CH:34]=[CH:35][CH:36]=[CH:37][CH:38]=2)[C:19]=1[C:24]([NH:25][C:26]1[CH:27]=[CH:28][CH:29]=[CH:30][CH:31]=1)=[O:32])[CH3:22].[CH3:23][CH:21]([C:20]1[N:16]([CH2:15][CH2:14][C@@H:12]([OH:11])[CH2:13][C@@H:8]([OH:9])[CH2:7][C:6]([O-:52])=[O:5])[C:17]([C:39]2[CH:40]=[CH:41][C:42]([F:45])=[CH:43][CH:44]=2)=[C:18]([C:33]2[CH:34]=[CH:35][CH:36]=[CH:37][CH:38]=2)[C:19]=1[C:24]([NH:25][C:26]1[CH:27]=[CH:28][CH:29]=[CH:30][CH:31]=1)=[O:32])[CH3:22].[Ca+2:55], predict the reactants needed to synthesize it. The reactants are: C([O:5][C:6](=[O:52])[CH2:7][CH:8]1[CH2:13][CH:12]([CH2:14][CH2:15][N:16]2[CH:20]([CH:21]([CH3:23])[CH3:22])[CH:19]([C:24](=[O:32])[NH:25][C:26]3[CH:31]=[CH:30][CH:29]=[CH:28][CH:27]=3)[CH:18]([C:33]3[CH:38]=[CH:37][CH:36]=[CH:35][CH:34]=3)[CH:17]2[C:39]2[CH:44]=[CH:43][C:42]([F:45])=[CH:41][CH:40]=2)[O:11]B(C2C=CC=CC=2)[O:9]1)(C)(C)C.O.[O-2].[Ca+2:55]. (5) Given the product [CH3:25][N:26]1[CH2:31][CH2:30][N:29]([CH:32]2[CH2:37][CH2:36][N:35]([C:38]3[CH:44]=[CH:43][C:41]([NH:42][C:2]4[C:3]5[NH:15][N:14]=[CH:13][C:4]=5[N:5]=[C:6]([C:8]5[S:9][CH:10]=[CH:11][CH:12]=5)[N:7]=4)=[CH:40][CH:39]=3)[CH2:34][CH2:33]2)[CH2:28][CH2:27]1, predict the reactants needed to synthesize it. The reactants are: Cl[C:2]1[C:3]2[C:4](=[CH:13][N:14](CC3C=CC(OC)=CC=3)[N:15]=2)[N:5]=[C:6]([C:8]2[S:9][CH:10]=[CH:11][CH:12]=2)[N:7]=1.[CH3:25][N:26]1[CH2:31][CH2:30][N:29]([CH:32]2[CH2:37][CH2:36][N:35]([C:38]3[CH:44]=[CH:43][C:41]([NH2:42])=[CH:40][CH:39]=3)[CH2:34][CH2:33]2)[CH2:28][CH2:27]1.Cl. (6) Given the product [CH3:1][C:2]1[O:6][C:5]([C:7]2[CH:8]=[CH:9][C:10]([C:11]([NH:53][CH2:52][C:48]3[CH:47]=[N:46][CH:51]=[CH:50][CH:49]=3)=[O:13])=[CH:14][CH:15]=2)=[N:4][C:3]=1[CH2:16][O:17][C:18]1[CH:23]=[CH:22][C:21]([CH3:24])=[CH:20][CH:19]=1, predict the reactants needed to synthesize it. The reactants are: [CH3:1][C:2]1[O:6][C:5]([C:7]2[CH:15]=[CH:14][C:10]([C:11]([OH:13])=O)=[CH:9][CH:8]=2)=[N:4][C:3]=1[CH2:16][O:17][C:18]1[CH:23]=[CH:22][C:21]([CH3:24])=[CH:20][CH:19]=1.CCN=C=NCCCN(C)C.C1C=CC2N(O)N=NC=2C=1.[N:46]1[CH:51]=[CH:50][CH:49]=[C:48]([CH2:52][NH2:53])[CH:47]=1.C(N(CC)CC)C. (7) Given the product [C:1]([O:5][C:6]([N:8]1[CH2:12][CH:11]([O:13][C:14]2[CH:19]=[C:18]([N+:20]([O-:22])=[O:21])[CH:17]=[C:16]([F:23])[CH:15]=2)[CH2:10][CH:9]1[CH2:24][OH:25])=[O:7])([CH3:4])([CH3:3])[CH3:2], predict the reactants needed to synthesize it. The reactants are: [C:1]([O:5][C:6]([N:8]1[CH2:12][CH:11]([O:13][C:14]2[CH:19]=[C:18]([N+:20]([O-:22])=[O:21])[CH:17]=[C:16]([F:23])[CH:15]=2)[CH2:10][CH:9]1[C:24](C)(C)[O:25][SiH2]C(C)(C)C)=[O:7])([CH3:4])([CH3:3])[CH3:2].Cl.C([O-])(O)=O.[Na+].